Dataset: Reaction yield outcomes from USPTO patents with 853,638 reactions. Task: Predict the reaction yield, written as a fraction of the theoretical maximum amount of product (1.0 means a 100% yield; for example, 0.34 means a 34% yield). (1) The reactants are [NH2:1][CH:2]([CH2:6][NH:7][C:8]([C:10]1[CH:11]=[C:12]2[C:16](=[CH:17][CH:18]=1)[N:15]([CH2:19][CH2:20][CH2:21][NH:22][C:23]1[NH:24][CH:25]=[CH:26][N:27]=1)[N:14]=[CH:13]2)=[O:9])[C:3]([OH:5])=[O:4].C(N(CC)CC)C.CS(C)=O.[C:39]([NH:46][CH2:47][CH2:48][CH2:49][CH2:50][CH2:51][C:52](ON1C(=O)CCC1=O)=[O:53])([O:41][C:42]([CH3:45])([CH3:44])[CH3:43])=[O:40]. The catalyst is CN(C)C=O. The product is [C:42]([O:41][C:39]([NH:46][CH2:47][CH2:48][CH2:49][CH2:50][CH2:51][C:52]([NH:1][CH:2]([CH2:6][NH:7][C:8]([C:10]1[CH:11]=[C:12]2[C:16](=[CH:17][CH:18]=1)[N:15]([CH2:19][CH2:20][CH2:21][NH:22][C:23]1[NH:24][CH:25]=[CH:26][N:27]=1)[N:14]=[CH:13]2)=[O:9])[C:3]([OH:5])=[O:4])=[O:53])=[O:40])([CH3:45])([CH3:44])[CH3:43]. The yield is 0.660. (2) The reactants are [Cl:1][C:2]1[CH:7]=[C:6]([Cl:8])[CH:5]=[CH:4][C:3]=1[C:9]([C:11]1[C:12]([CH3:18])=[N:13][N:14]([CH3:17])[C:15]=1[OH:16])=[O:10].N12CCN(CC1)CC2.[C:27](Cl)(=[O:37])[C:28]1[C:29](=[CH:33][CH:34]=[CH:35][CH:36]=1)[C:30](Cl)=[O:31].[Cl:39][C:40]1[N:45]=[N:44][C:43]([O:46][C:47]2[C:52]([CH3:53])=[CH:51][CH:50]=[CH:49][C:48]=2[CH:54]2[CH2:56][CH2:55]2)=[C:42]([OH:57])[CH:41]=1. The catalyst is C(#N)C. The product is [C:27]([O:57][C:42]1[CH:41]=[C:40]([Cl:39])[N:45]=[N:44][C:43]=1[O:46][C:47]1[C:52]([CH3:53])=[CH:51][CH:50]=[CH:49][C:48]=1[CH:54]1[CH2:56][CH2:55]1)(=[O:37])[C:28]1[C:29](=[CH:33][CH:34]=[CH:35][CH:36]=1)[C:30]([O:16][C:15]1[N:14]([CH3:17])[N:13]=[C:12]([CH3:18])[C:11]=1[C:9](=[O:10])[C:3]1[CH:4]=[CH:5][C:6]([Cl:8])=[CH:7][C:2]=1[Cl:1])=[O:31]. The yield is 0.0561. (3) The reactants are Cl.[NH:2]1[CH2:5][CH:4]([NH:6][C:7](=[O:13])[O:8][C:9]([CH3:12])([CH3:11])[CH3:10])[CH2:3]1.CCN(C(C)C)C(C)C.[Cl:23][C:24]1[CH:29]=[N:28][CH:27]=[C:26](Cl)[N:25]=1. The catalyst is CN(C=O)C. The product is [Cl:23][C:24]1[N:25]=[C:26]([N:2]2[CH2:5][CH:4]([NH:6][C:7](=[O:13])[O:8][C:9]([CH3:10])([CH3:12])[CH3:11])[CH2:3]2)[CH:27]=[N:28][CH:29]=1. The yield is 0.839. (4) The reactants are F[C:2]1[C:11]([F:12])=[CH:10][CH:9]=[CH:8][C:3]=1[C:4]([O:6][CH3:7])=[O:5].[F:13][C:14]1[CH:19]=[CH:18][CH:17]=[C:16]([O:20][CH3:21])[C:15]=1[OH:22].[Li+].[OH-]. The catalyst is CO. The product is [F:12][C:11]1[C:2]([O:22][C:15]2[C:16]([O:20][CH3:21])=[CH:17][CH:18]=[CH:19][C:14]=2[F:13])=[C:3]([CH:8]=[CH:9][CH:10]=1)[C:4]([O:6][CH3:7])=[O:5].[CH3:21][O:20][C:16]1[CH:17]=[CH:18][CH:19]=[C:14]([F:13])[C:15]=1[O:22][C:2]1[C:11]([F:12])=[CH:10][CH:9]=[CH:8][C:3]=1[C:4]([OH:6])=[O:5]. The yield is 0.600. (5) The yield is 0.270. The catalyst is CO. The product is [Cl:19][C:14]1[CH:15]=[CH:16][CH:17]=[CH:18][C:13]=1[CH:11]([O:10][C:9]1[CH:8]=[C:7]([N:20]2[CH:24]=[N:23][C:22]([NH:25][C:26]3[CH:31]=[CH:30][CH:29]=[CH:28][CH:27]=3)=[N:21]2)[S:6][C:5]=1[C:3]([NH2:37])=[O:2])[CH3:12]. The reactants are C[O:2][C:3]([C:5]1[S:6][C:7]([N:20]2[CH:24]=[N:23][C:22]([NH:25][C:26]3[CH:31]=[CH:30][CH:29]=[CH:28][CH:27]=3)=[N:21]2)=[CH:8][C:9]=1[O:10][CH:11]([C:13]1[CH:18]=[CH:17][CH:16]=[CH:15][C:14]=1[Cl:19])[CH3:12])=O.C(OCC)C.[NH3:37].